Dataset: Forward reaction prediction with 1.9M reactions from USPTO patents (1976-2016). Task: Predict the product of the given reaction. (1) Given the reactants [CH:1]1([N:6]([CH2:17][C:18]2[CH:19]=[N:20][C:21]([C:24]3[CH:29]=[CH:28][C:27]([C:30]([F:33])([F:32])[F:31])=[CH:26][CH:25]=3)=[N:22][CH:23]=2)[C:7]2[CH:16]=[CH:15][C:10]([C:11]([O:13]C)=[O:12])=[CH:9][N:8]=2)[CH2:5][CH2:4][CH2:3][CH2:2]1.[Li+].[OH-].Cl.CN(C(ON1N=NC2C=CC=NC1=2)=[N+](C)C)C.F[P-](F)(F)(F)(F)F.Cl.[NH2:62][CH2:63][CH2:64][C:65]([O:67][CH3:68])=[O:66].C(N(CC)C(C)C)(C)C, predict the reaction product. The product is: [C:11](=[O:13])=[O:12].[CH2:1]([NH:6][CH2:7][CH3:16])[CH3:2].[CH:1]1([N:6]([CH2:17][C:18]2[CH:19]=[N:20][C:21]([C:24]3[CH:25]=[CH:26][C:27]([C:30]([F:31])([F:33])[F:32])=[CH:28][CH:29]=3)=[N:22][CH:23]=2)[C:7]2[CH:16]=[CH:15][C:10]([C:11]([NH:62][CH2:63][CH2:64][C:65]([O:67][CH3:68])=[O:66])=[O:12])=[CH:9][N:8]=2)[CH2:5][CH2:4][CH2:3][CH2:2]1. (2) Given the reactants [C:1](#[N:10])[C:2]1[CH:9]=[CH:8][CH:7]=[C:4]([C:5]#[N:6])[CH:3]=1.[O:11]1CCO[CH2:13][CH2:12]1.[CH2:17]([OH:19])[CH3:18], predict the reaction product. The product is: [C:1](=[NH:10])([O:19][CH2:17][CH3:18])[C:2]1[CH:9]=[CH:8][CH:7]=[C:4]([C:5](=[NH:6])[O:11][CH2:12][CH3:13])[CH:3]=1. (3) Given the reactants [C:1]1([S:7]([OH:10])(=[O:9])=[O:8])[CH:6]=[CH:5][CH:4]=[CH:3][CH:2]=1.[NH2:11][CH:12]([C:16]([NH2:18])=[O:17])[C:13]([NH2:15])=[O:14].O.[C:20]1(S(O)(=O)=O)C=CC=CC=1.C(OC)(OC)OC, predict the reaction product. The product is: [C:1]1([S:7]([OH:10])(=[O:9])=[O:8])[CH:6]=[CH:5][CH:4]=[CH:3][CH:2]=1.[CH:20]1[NH:11][C:12]([C:13]([NH2:15])=[O:14])=[C:16]([OH:17])[N:18]=1.